Dataset: NCI-60 drug combinations with 297,098 pairs across 59 cell lines. Task: Regression. Given two drug SMILES strings and cell line genomic features, predict the synergy score measuring deviation from expected non-interaction effect. (1) Drug 1: C1C(C(OC1N2C=C(C(=O)NC2=O)F)CO)O. Drug 2: COC1=C2C(=CC3=C1OC=C3)C=CC(=O)O2. Cell line: HL-60(TB). Synergy scores: CSS=27.1, Synergy_ZIP=-9.97, Synergy_Bliss=-0.170, Synergy_Loewe=-32.8, Synergy_HSA=0.624. (2) Drug 1: CC1=C(C(CCC1)(C)C)C=CC(=CC=CC(=CC(=O)O)C)C. Drug 2: CC1=C(C(=O)C2=C(C1=O)N3CC4C(C3(C2COC(=O)N)OC)N4)N. Cell line: NCI-H226. Synergy scores: CSS=2.30, Synergy_ZIP=-2.71, Synergy_Bliss=-4.07, Synergy_Loewe=-9.48, Synergy_HSA=-6.80. (3) Drug 1: C1CN1P(=S)(N2CC2)N3CC3. Drug 2: C1CN(P(=O)(OC1)NCCCl)CCCl. Cell line: MCF7. Synergy scores: CSS=1.09, Synergy_ZIP=-5.48, Synergy_Bliss=-6.30, Synergy_Loewe=-13.1, Synergy_HSA=-6.73. (4) Drug 1: CC1=C(C(CCC1)(C)C)C=CC(=CC=CC(=CC(=O)O)C)C. Drug 2: CCCCC(=O)OCC(=O)C1(CC(C2=C(C1)C(=C3C(=C2O)C(=O)C4=C(C3=O)C=CC=C4OC)O)OC5CC(C(C(O5)C)O)NC(=O)C(F)(F)F)O. Cell line: UO-31. Synergy scores: CSS=51.0, Synergy_ZIP=7.91, Synergy_Bliss=8.92, Synergy_Loewe=3.91, Synergy_HSA=7.83. (5) Drug 1: CC1=CC=C(C=C1)C2=CC(=NN2C3=CC=C(C=C3)S(=O)(=O)N)C(F)(F)F. Drug 2: CC1=C(N=C(N=C1N)C(CC(=O)N)NCC(C(=O)N)N)C(=O)NC(C(C2=CN=CN2)OC3C(C(C(C(O3)CO)O)O)OC4C(C(C(C(O4)CO)O)OC(=O)N)O)C(=O)NC(C)C(C(C)C(=O)NC(C(C)O)C(=O)NCCC5=NC(=CS5)C6=NC(=CS6)C(=O)NCCC[S+](C)C)O. Cell line: NCIH23. Synergy scores: CSS=48.3, Synergy_ZIP=1.55, Synergy_Bliss=2.02, Synergy_Loewe=-32.2, Synergy_HSA=0.926.